This data is from Forward reaction prediction with 1.9M reactions from USPTO patents (1976-2016). The task is: Predict the product of the given reaction. (1) The product is: [Br:61][C:62]1[CH:63]=[C:64]2[C:50]([N:47]3[CH2:48][CH2:49][N:44]([S:41]([CH3:40])(=[O:43])=[O:42])[CH2:45][CH2:46]3)=[C:51]([C:53]3[CH:58]=[CH:57][C:56]([O:59][CH3:60])=[CH:55][CH:54]=3)[NH:68][C:65]2=[N:66][CH:67]=1. Given the reactants C(OC(N1CCNCC1)=O)(C)(C)C.CS(Cl)(=O)=O.C(N(C(C)C)C(C)C)C.BrCC(C1C=CC(OC)=CC=1)=O.[CH3:40][S:41]([N:44]1[CH2:49][CH2:48][N:47]([CH2:50][C:51]([C:53]2[CH:58]=[CH:57][C:56]([O:59][CH3:60])=[CH:55][CH:54]=2)=O)[CH2:46][CH2:45]1)(=[O:43])=[O:42].[Br:61][C:62]1[CH:63]=[CH:64][C:65]([NH:68]N)=[N:66][CH:67]=1, predict the reaction product. (2) Given the reactants [O:1]=[C:2]1[CH2:5][N:4]([C:6]([O:8][C:9]([CH3:12])([CH3:11])[CH3:10])=[O:7])[CH2:3]1.[F:13][C:14]([Si](C)(C)C)([F:16])[F:15].[F-].C[N+](C)(C)C.[Cl-].[NH4+], predict the reaction product. The product is: [OH:1][C:2]1([C:14]([F:16])([F:15])[F:13])[CH2:5][N:4]([C:6]([O:8][C:9]([CH3:12])([CH3:11])[CH3:10])=[O:7])[CH2:3]1. (3) Given the reactants [NH2:1][C@H:2]([C:7]([OH:9])=[O:8])[CH2:3][C:4]([OH:6])=[O:5].[C:10]([OH:15])(=[O:14])[C@H:11]([CH3:13])[OH:12].C(O)(=O)C(C)O, predict the reaction product. The product is: [NH2:1][C@H:2]([C:7]([OH:9])=[O:8])[CH2:3][C:4]([OH:6])=[O:5].[C:10]([OH:15])(=[O:14])[CH:11]([CH3:13])[OH:12]. (4) Given the reactants [BH4-].[Na+].[CH:3]([C:5]1[C:9]([C:10]([O:12][CH2:13][CH3:14])=[O:11])=[CH:8][N:7]([CH2:15][O:16][CH3:17])[N:6]=1)=[O:4].C(C1N(COC)N=CC=1C(OCC)=O)=O, predict the reaction product. The product is: [OH:4][CH2:3][C:5]1[C:9]([C:10]([O:12][CH2:13][CH3:14])=[O:11])=[CH:8][N:7]([CH2:15][O:16][CH3:17])[N:6]=1. (5) The product is: [C:2]1([C:23]2[CH:28]=[CH:27][CH:26]=[CH:25][CH:24]=2)[CH:7]=[CH:6][CH:5]=[C:4]([N:8]2[C:16](=[O:17])[C:15]3[C@@H:14]4[C:18]([CH3:20])([CH3:19])[C@@:11]([CH3:21])([CH2:12][CH2:13]4)[C:10]=3[N:9]2[CH3:22])[CH:3]=1. Given the reactants Br[C:2]1[CH:3]=[C:4]([N:8]2[C:16](=[O:17])[C:15]3[C@@H:14]4[C:18]([CH3:20])([CH3:19])[C@@:11]([CH3:21])([CH2:12][CH2:13]4)[C:10]=3[N:9]2[CH3:22])[CH:5]=[CH:6][CH:7]=1.[C:23]1(B(O)O)[CH:28]=[CH:27][CH:26]=[CH:25][CH:24]=1.P([O-])([O-])([O-])=O.[K+].[K+].[K+], predict the reaction product. (6) Given the reactants [F:1][C:2]([F:17])([S:13]([OH:16])(=[O:15])=[O:14])[C:3]([F:12])([F:11])[C:4]([F:10])([F:9])[C:5]([F:8])([F:7])[F:6].[OH-].[CH3:19][N+:20]([CH3:23])([CH3:22])[CH3:21], predict the reaction product. The product is: [CH3:19][N+:20]([CH3:23])([CH3:22])[CH3:21].[F:17][C:2]([F:1])([S:13]([O-:16])(=[O:15])=[O:14])[C:3]([F:11])([F:12])[C:4]([F:10])([F:9])[C:5]([F:8])([F:7])[F:6]. (7) Given the reactants BrC1[CH:7]=[CH:6][C:5]([CH2:8][CH2:9][O:10][CH2:11][C:12]2[CH:17]=[CH:16][CH:15]=[CH:14][CH:13]=2)=[CH:4][CH:3]=1.C([Li])CCC.CCCCCC.[OH:29][C:30]1[CH:37]=[C:36]([CH3:38])[CH:35]=[C:34]([CH3:39])[C:31]=1[CH:32]=O.[CH2:40]([O:47]CCCC1C=CC(C(O)C2C=CC(C(OC)=O)=CC=2O)=CC=1)C1C=CC=CC=1, predict the reaction product. The product is: [CH2:11]([O:10][CH2:9][CH2:8][C:5]1[CH:6]=[CH:7][C:32]([C:31]2[C:34]([CH3:39])=[C:35]([CH2:40][OH:47])[C:36]([CH3:38])=[CH:37][C:30]=2[OH:29])=[CH:3][CH:4]=1)[C:12]1[CH:17]=[CH:16][CH:15]=[CH:14][CH:13]=1.